The task is: Predict the reactants needed to synthesize the given product.. This data is from Full USPTO retrosynthesis dataset with 1.9M reactions from patents (1976-2016). The reactants are: C1COCC1.C([O:8][C:9]([C:11]1[C:12]([C:21]([F:24])([F:23])[F:22])=[N:13][N:14]([CH:16]2[CH2:20][CH2:19][CH2:18][CH2:17]2)[CH:15]=1)=O)C.[H-].[Al+3].[Li+].[H-].[H-].[H-].[OH-].[Na+]. Given the product [CH:16]1([N:14]2[CH:15]=[C:11]([CH2:9][OH:8])[C:12]([C:21]([F:23])([F:24])[F:22])=[N:13]2)[CH2:17][CH2:18][CH2:19][CH2:20]1, predict the reactants needed to synthesize it.